Dataset: Full USPTO retrosynthesis dataset with 1.9M reactions from patents (1976-2016). Task: Predict the reactants needed to synthesize the given product. (1) Given the product [OH:1][C:2]1([CH2:15][S:16][C:22]2[C:21]3[C:26](=[CH:27][CH:28]=[C:19]([O:18][CH3:17])[CH:20]=3)[C:25](=[O:29])[C:24](=[O:30])[CH:23]=2)[CH2:7][CH2:6][N:5]([C:8]([O:10][C:11]([CH3:12])([CH3:13])[CH3:14])=[O:9])[CH2:4][CH2:3]1, predict the reactants needed to synthesize it. The reactants are: [OH:1][C:2]1([CH2:15][SH:16])[CH2:7][CH2:6][N:5]([C:8]([O:10][C:11]([CH3:14])([CH3:13])[CH3:12])=[O:9])[CH2:4][CH2:3]1.[CH3:17][O:18][C:19]1[CH:20]=[C:21]2[C:26](=[CH:27][CH:28]=1)[C:25](=[O:29])[C:24](=[O:30])[CH:23]=[CH:22]2. (2) The reactants are: [CH3:1][N:2]1[CH2:8][CH2:7][CH2:6][N:5]([C:9]2[N:14]=[C:13]([C:15]3[CH:16]=[C:17]([CH:20]=[CH:21][CH:22]=3)[CH:18]=O)[CH:12]=[N:11][CH:10]=2)[CH2:4][CH2:3]1.[S:23]1[CH2:27][C:26](=[O:28])[NH:25][C:24]1=[O:29].N1CCCCC1.O. Given the product [CH3:1][N:2]1[CH2:8][CH2:7][CH2:6][N:5]([C:9]2[N:14]=[C:13]([C:15]3[CH:16]=[C:17]([CH:20]=[CH:21][CH:22]=3)[CH:18]=[C:27]3[S:23][C:24](=[O:29])[NH:25][C:26]3=[O:28])[CH:12]=[N:11][CH:10]=2)[CH2:4][CH2:3]1, predict the reactants needed to synthesize it. (3) Given the product [CH2:1]([O:3][C:4]([C@@H:6]1[CH2:10][C@H:9]([S:29][C:26]2[CH:27]=[CH:28][C:23]([Cl:22])=[CH:24][C:25]=2[CH3:30])[CH2:8][C@H:7]1[C:16](=[O:21])[NH:17][CH2:18][C:19]#[N:20])=[O:5])[CH3:2], predict the reactants needed to synthesize it. The reactants are: [CH2:1]([O:3][C:4]([C@@H:6]1[CH2:10][C@@H:9](OS(C)(=O)=O)[CH2:8][C@H:7]1[C:16](=[O:21])[NH:17][CH2:18][C:19]#[N:20])=[O:5])[CH3:2].[Cl:22][C:23]1[CH:28]=[CH:27][C:26]([SH:29])=[C:25]([CH3:30])[CH:24]=1. (4) Given the product [NH2:7][CH2:8][CH2:9][NH:10][C:11](=[O:19])[C:12]1[CH:17]=[CH:16][CH:15]=[CH:14][C:13]=1[OH:18], predict the reactants needed to synthesize it. The reactants are: C(OC(=O)[NH:7][CH2:8][CH2:9][NH:10][C:11](=[O:19])[C:12]1[CH:17]=[CH:16][CH:15]=[CH:14][C:13]=1[OH:18])(C)(C)C.Cl. (5) Given the product [CH3:18][O:17][C:12]1[C:11]([CH2:10][N:1]2[CH2:6][CH2:5][CH:4]([CH2:7][OH:8])[CH2:3][CH2:2]2)=[CH:16][CH:15]=[CH:14][N:13]=1, predict the reactants needed to synthesize it. The reactants are: [NH:1]1[CH2:6][CH2:5][CH:4]([CH2:7][OH:8])[CH2:3][CH2:2]1.Cl[CH2:10][C:11]1[C:12]([O:17][CH3:18])=[N:13][CH:14]=[CH:15][CH:16]=1.C(=O)([O-])[O-].[K+].[K+].O. (6) Given the product [Cl:1][C:2]1[CH:3]=[CH:4][C:5]([C:8]2[S:16][C:15]3[C:14](=[O:17])[N:13]([CH2:18][C:19]4[CH:20]=[CH:21][CH:22]=[C:23]([O:25][CH:26]5[CH2:27][CH2:28][NH:29][CH2:30][CH2:31]5)[N:24]=4)[CH:12]=[N:11][C:10]=3[CH:9]=2)=[CH:6][CH:7]=1, predict the reactants needed to synthesize it. The reactants are: [Cl:1][C:2]1[CH:7]=[CH:6][C:5]([C:8]2[S:16][C:15]3[C:14](=[O:17])[N:13]([CH2:18][C:19]4[N:24]=[C:23]([O:25][CH:26]5[CH2:31][CH2:30][N:29](C(OC(C)(C)C)=O)[CH2:28][CH2:27]5)[CH:22]=[CH:21][CH:20]=4)[CH:12]=[N:11][C:10]=3[CH:9]=2)=[CH:4][CH:3]=1.C(O)(C(F)(F)F)=O.C([O-])([O-])=O.[Na+].[Na+]. (7) The reactants are: [CH3:1][C:2]1[CH:3]=[CH:4][C:5]([CH:8]2[CH2:11][N:10](C(OC(C)(C)C)=O)[CH2:9]2)=[N:6][CH:7]=1.C(O)(C(F)(F)F)=O. Given the product [NH:10]1[CH2:9][CH:8]([C:5]2[CH:4]=[CH:3][C:2]([CH3:1])=[CH:7][N:6]=2)[CH2:11]1, predict the reactants needed to synthesize it.